This data is from Full USPTO retrosynthesis dataset with 1.9M reactions from patents (1976-2016). The task is: Predict the reactants needed to synthesize the given product. (1) Given the product [S:25]1[CH:26]=[N:27][N:28]=[C:24]1[NH:23][C:21](=[O:22])[C:20]([CH3:30])([CH3:29])[C@H:19]([C:15]1[CH:14]=[C:13]2[C:18](=[CH:17][CH:16]=1)[N:10]([C:4]1[CH:5]=[CH:6][C:7]([F:9])=[CH:8][C:3]=1[C:1]([OH:40])=[O:50])[N:11]=[CH:12]2)[C:31]1[CH:32]=[CH:33][CH:34]=[CH:35][CH:36]=1, predict the reactants needed to synthesize it. The reactants are: [C:1]([C:3]1[CH:8]=[C:7]([F:9])[CH:6]=[CH:5][C:4]=1[N:10]1[C:18]2[C:13](=[CH:14][C:15]([C@H:19]([C:31]3[CH:36]=[CH:35][CH:34]=[CH:33][CH:32]=3)[C:20]([CH3:30])([CH3:29])[C:21]([NH:23][C:24]3[S:25][CH:26]=[N:27][N:28]=3)=[O:22])=[CH:16][CH:17]=2)[CH:12]=[N:11]1)#N.C(O)(=O)CC(CC(O)=O)(C(O)=O)[OH:40].[OH2:50]. (2) Given the product [Br:16][CH:12]([C:9]1[CH:8]=[CH:7][C:6]([C:3]2[CH:4]=[CH:5][O:1][CH:2]=2)=[CH:11][N:10]=1)[CH3:13], predict the reactants needed to synthesize it. The reactants are: [O:1]1[CH:5]=[CH:4][C:3]([C:6]2[CH:7]=[CH:8][C:9]([CH:12](O)[CH3:13])=[N:10][CH:11]=2)=[CH:2]1.P(Br)(Br)[Br:16]. (3) Given the product [CH3:1][O:2][C:3]([C:5]1([CH3:27])[CH2:11][CH2:10][N:9]([S:12]([C:15]2[CH:16]=[CH:17][C:18]([CH3:19])=[CH:20][CH:21]=2)(=[O:14])=[O:13])[C:8]2[CH:22]=[CH:23][CH:24]=[CH:25][C:7]=2[C:6]1=[O:26])=[O:4], predict the reactants needed to synthesize it. The reactants are: [CH3:1][O:2][C:3]([CH:5]1[CH2:11][CH2:10][N:9]([S:12]([C:15]2[CH:21]=[CH:20][C:18]([CH3:19])=[CH:17][CH:16]=2)(=[O:14])=[O:13])[C:8]2[CH:22]=[CH:23][CH:24]=[CH:25][C:7]=2[C:6]1=[O:26])=[O:4].[CH3:27]C(C)=O.C(=O)([O-])[O-].[K+].[K+].CI. (4) Given the product [F:18][C:3]1[CH:4]=[C:5]([O:8][CH2:9][CH2:10][CH2:11][N:12]2[CH2:17][CH2:16][CH2:15][CH2:14][CH2:13]2)[CH:6]=[CH:7][C:2]=1[N:22]1[CH2:21][CH2:20][N:19]([C:25]([O:27][C:28]([CH3:31])([CH3:30])[CH3:29])=[O:26])[CH2:24][CH2:23]1, predict the reactants needed to synthesize it. The reactants are: Br[C:2]1[CH:7]=[CH:6][C:5]([O:8][CH2:9][CH2:10][CH2:11][N:12]2[CH2:17][CH2:16][CH2:15][CH2:14][CH2:13]2)=[CH:4][C:3]=1[F:18].[N:19]1([C:25]([O:27][C:28]([CH3:31])([CH3:30])[CH3:29])=[O:26])[CH2:24][CH2:23][NH:22][CH2:21][CH2:20]1. (5) The reactants are: [CH2:1]([O:3][C:4](=[O:13])[C:5]1[C:10]([CH3:11])=[CH:9][CH:8]=[CH:7][C:6]=1[NH2:12])C.C(OCC)(=O)C.C(O)C.C[Si](C=[N+]=[N-])(C)C. Given the product [CH3:1][O:3][C:4](=[O:13])[C:5]1[C:10]([CH3:11])=[CH:9][CH:8]=[CH:7][C:6]=1[NH2:12], predict the reactants needed to synthesize it. (6) The reactants are: [CH:1]1([C@H:7]([NH:12][C:13]([C:15]2[C:24]([NH:25][C:26]([NH:28][C:29]3[C:34]([CH3:35])=[CH:33][C:32]([CH:36]=[CH2:37])=[CH:31][C:30]=3[CH3:38])=[O:27])=[CH:23][C:22]3[C:17](=[CH:18][CH:19]=[CH:20][CH:21]=3)[CH:16]=2)=[O:14])[C:8]([O:10][CH3:11])=[O:9])[CH2:6][CH2:5][CH2:4][CH2:3][CH2:2]1.[H][H].CCCCCC.C(OCC)(=O)C. Given the product [CH:1]1([C@H:7]([NH:12][C:13]([C:15]2[C:24]([NH:25][C:26]([NH:28][C:29]3[C:34]([CH3:35])=[CH:33][C:32]([CH2:36][CH3:37])=[CH:31][C:30]=3[CH3:38])=[O:27])=[CH:23][C:22]3[C:17](=[CH:18][CH:19]=[CH:20][CH:21]=3)[CH:16]=2)=[O:14])[C:8]([O:10][CH3:11])=[O:9])[CH2:6][CH2:5][CH2:4][CH2:3][CH2:2]1, predict the reactants needed to synthesize it.